This data is from Forward reaction prediction with 1.9M reactions from USPTO patents (1976-2016). The task is: Predict the product of the given reaction. (1) Given the reactants Cl.Cl.Cl.[CH3:4][C:5]1[CH:10]=[CH:9][N:8]=[CH:7][C:6]=1[NH:11][CH2:12][CH2:13][C:14]1([C:20](OCC)=O)[CH2:19][CH2:18][CH2:17][NH:16][CH2:15]1.Cl[C:26]1[CH:31]=[CH:30][C:29]([C:32]([F:35])([F:34])[F:33])=[CH:28][N:27]=1.C(N(CC)C(C)C)(C)C.CN1CCCC1=O.[H-].[Na+], predict the reaction product. The product is: [CH3:4][C:5]1[CH:10]=[CH:9][N:8]=[CH:7][C:6]=1[N:11]1[CH2:12][CH2:13][C@:14]2([CH2:19][CH2:18][CH2:17][N:16]([C:26]3[CH:31]=[CH:30][C:29]([C:32]([F:35])([F:34])[F:33])=[CH:28][N:27]=3)[CH2:15]2)[CH2:20]1. (2) The product is: [CH2:1]([O:4][C:5](=[O:40])[C@@H:6]([NH:32][C:33]([O:35][C:36]([CH3:39])([CH3:38])[CH3:37])=[O:34])[CH2:7][C:8]1[CH:9]=[CH:10][C:11]([O:12][C:13]([NH:15][CH2:16][CH2:17][C@H:18]([NH:22][C:23]([O:25][C:26]([CH3:29])([CH3:28])[CH3:27])=[O:24])[C:19]([NH:41][CH2:42][C:43]([NH:45][C@H:46]([C:68]([NH2:70])=[O:69])[CH2:47][S:48][C:49]([C:50]2[CH:55]=[CH:54][CH:53]=[CH:52][CH:51]=2)([C:56]2[CH:57]=[CH:58][CH:59]=[CH:60][CH:61]=2)[C:62]2[CH:67]=[CH:66][CH:65]=[CH:64][CH:63]=2)=[O:44])=[O:20])=[O:14])=[CH:30][CH:31]=1)[CH:2]=[CH2:3]. Given the reactants [CH2:1]([O:4][C:5](=[O:40])[C@@H:6]([NH:32][C:33]([O:35][C:36]([CH3:39])([CH3:38])[CH3:37])=[O:34])[CH2:7][C:8]1[CH:31]=[CH:30][C:11]([O:12][C:13]([NH:15][CH2:16][CH2:17][C@H:18]([NH:22][C:23]([O:25][C:26]([CH3:29])([CH3:28])[CH3:27])=[O:24])[C:19](O)=[O:20])=[O:14])=[CH:10][CH:9]=1)[CH:2]=[CH2:3].[NH2:41][CH2:42][C:43]([NH:45][C@H:46]([C:68]([NH2:70])=[O:69])[CH2:47][S:48][C:49]([C:62]1[CH:67]=[CH:66][CH:65]=[CH:64][CH:63]=1)([C:56]1[CH:61]=[CH:60][CH:59]=[CH:58][CH:57]=1)[C:50]1[CH:55]=[CH:54][CH:53]=[CH:52][CH:51]=1)=[O:44].C(N(CC)C(C)C)(C)C.CN(C(ON1N=NC2C=CC=NC1=2)=[N+](C)C)C.F[P-](F)(F)(F)(F)F, predict the reaction product. (3) Given the reactants [S:1]1[CH:5]=[CH:4][N:3]=[C:2]1[C:6]([C@H:8]1[CH2:13][CH2:12][CH2:11][N:10]([C:14]([O:16][C:17]([CH3:20])([CH3:19])[CH3:18])=[O:15])[CH2:9]1)=[O:7].C([BH-](C(CC)C)C(CC)C)(CC)C.[Li+].C(O)(=O)C.[Cl-].[Na+], predict the reaction product. The product is: [OH:7][CH:6]([C:2]1[S:1][CH:5]=[CH:4][N:3]=1)[C@H:8]1[CH2:13][CH2:12][CH2:11][N:10]([C:14]([O:16][C:17]([CH3:20])([CH3:18])[CH3:19])=[O:15])[CH2:9]1. (4) Given the reactants [CH:1]([O:5][CH2:6][CH2:7][C@H:8]([NH:30][C:31]([O:33][C:34]([CH3:37])([CH3:36])[CH3:35])=[O:32])[C:9]([N:11]1[CH2:15][C@H:14]([OH:16])[CH2:13][C@H:12]1[C:17]([NH:19][C@:20]1([C:25]([O:27][CH2:28][CH3:29])=[O:26])[CH2:22][C@H:21]1C=C)=[O:18])=[O:10])=[CH:2][CH2:3][CH3:4], predict the reaction product. The product is: [C:34]([O:33][C:31]([NH:30][C@@H:8]1[C:9](=[O:10])[N:11]2[CH2:15][C@H:14]([OH:16])[CH2:13][C@H:12]2[C:17](=[O:18])[NH:19][C@:20]2([C:25]([O:27][CH2:28][CH3:29])=[O:26])[CH2:21][C@H:22]2[CH:4]=[CH:3][CH2:2][CH2:1][O:5][CH2:6][CH2:7]1)=[O:32])([CH3:36])([CH3:37])[CH3:35]. (5) Given the reactants [NH2:1][C:2]1[N:7]=[C:6]([S:8][CH2:9][CH3:10])[N:5]([C:11]2[CH:16]=[CH:15][C:14]([O:17][CH2:18][C:19]([F:22])([F:21])[F:20])=[CH:13][CH:12]=2)[C:4](=[O:23])[CH:3]=1.C([O-])(=O)C.[Na+].[Br:29]Br.O, predict the reaction product. The product is: [NH2:1][C:2]1[N:7]=[C:6]([S:8][CH2:9][CH3:10])[N:5]([C:11]2[CH:12]=[CH:13][C:14]([O:17][CH2:18][C:19]([F:21])([F:22])[F:20])=[CH:15][CH:16]=2)[C:4](=[O:23])[C:3]=1[Br:29]. (6) Given the reactants [C:1](OC)(=O)[C:2]1[CH:7]=[CH:6][CH:5]=[CH:4][CH:3]=1.C[O-].[Na+].[C:14](#[N:16])[CH3:15], predict the reaction product. The product is: [C:2]1([CH2:1][CH2:15][C:14]#[N:16])[CH:7]=[CH:6][CH:5]=[CH:4][CH:3]=1. (7) The product is: [Cl:8][C:6]1[N:7]=[C:2]([NH:11][C:12]2[CH:17]=[CH:16][CH:15]=[CH:14][CH:13]=2)[C:3](=[O:10])[O:4][C:5]=1[CH3:9]. Given the reactants Cl[C:2]1[C:3](=[O:10])[O:4][C:5]([CH3:9])=[C:6]([Cl:8])[N:7]=1.[NH2:11][C:12]1[CH:17]=[CH:16][CH:15]=[CH:14][CH:13]=1.O, predict the reaction product. (8) Given the reactants C([N:4]1[C:12]2[C:7](=[CH:8][CH:9]=[CH:10][CH:11]=2)/[C:6](=[C:13](/[NH:20][C:21]2[CH:26]=[CH:25][C:24]([NH:27][S:28]([C:31]3[CH:36]=[CH:35][C:34]([CH3:37])=[CH:33][CH:32]=3)(=[O:30])=[O:29])=[CH:23][CH:22]=2)\[C:14]2[CH:19]=[CH:18][CH:17]=[CH:16][CH:15]=2)/[C:5]1=[O:38])(=O)C.[CH3:39][N:40]([CH3:45])[C:41](=[O:44])[CH2:42]Br.CC(C)([O-])C.[K+].[OH-].[Na+], predict the reaction product. The product is: [CH3:39][N:40]([CH3:45])[C:41]([CH2:42][N:27]([C:24]1[CH:23]=[CH:22][C:21]([NH:20]/[C:13](=[C:6]2\[C:5](=[O:38])[NH:4][C:12]3[C:7]\2=[CH:8][CH:9]=[CH:10][CH:11]=3)/[C:14]2[CH:15]=[CH:16][CH:17]=[CH:18][CH:19]=2)=[CH:26][CH:25]=1)[S:28]([C:31]1[CH:32]=[CH:33][C:34]([CH3:37])=[CH:35][CH:36]=1)(=[O:29])=[O:30])=[O:44]. (9) Given the reactants [Br:1][C:2]1[CH:8]=[CH:7][CH:6]=[C:5]([Br:9])[C:3]=1[NH2:4].[CH:10](=O)[C:11]1[C:12](=[CH:14][CH:15]=[CH:16][CH:17]=1)[OH:13].C(N(CC)CC)C, predict the reaction product. The product is: [Br:1][C:2]1[CH:8]=[CH:7][CH:6]=[C:5]([Br:9])[C:3]=1[N:4]=[CH:10][C:11]1[CH:17]=[CH:16][CH:15]=[CH:14][C:12]=1[OH:13].